Dataset: Full USPTO retrosynthesis dataset with 1.9M reactions from patents (1976-2016). Task: Predict the reactants needed to synthesize the given product. (1) Given the product [Cl:54][C:53]1[CH:52]=[CH:51][C:47]([C:48]([OH:50])=[O:49])=[CH:46][C:45]=1[N:36]1[C:35](=[O:55])[C:34]2[CH:33]=[CH:32][C:31]([N:30]3[CH:3]=[CH:2][CH:1]=[CH:10]3)=[C:42]3[C:43]=2[C:38](=[CH:39][CH:40]=[CH:41]3)[C:37]1=[O:44], predict the reactants needed to synthesize it. The reactants are: [CH:1]1[CH:10]=C2C(OC(=O)[C:3]3=C2[C:3](=[C:10]([N+]([O-])=O)[CH:1]=[CH:2]3)[CH:2]=1)=O.NC1C=C(C=CC=1Cl)C(O)=O.[NH2:30][C:31]1[CH:32]=[CH:33][C:34]2[C:35](=[O:55])[N:36]([C:45]3[CH:46]=[C:47]([CH:51]=[CH:52][C:53]=3[Cl:54])[C:48]([OH:50])=[O:49])[C:37](=[O:44])[C:38]3[C:43]=2[C:42]=1[CH:41]=[CH:40][CH:39]=3. (2) Given the product [Si:43]([O:29][C@H:27]([CH3:28])[C@@H:10]([NH:9][C:6]1[CH:7]=[CH:8][C:3]([C:1]#[N:2])=[C:4]([C:30]([F:33])([F:32])[F:31])[CH:5]=1)[C:11]([NH:13][NH:14][C:15](=[O:26])[C:16]1[CH:17]=[CH:18][C:19]([S:22]([CH3:25])(=[O:24])=[O:23])=[CH:20][CH:21]=1)=[O:12])([C:40]([CH3:42])([CH3:41])[CH3:39])([CH3:45])[CH3:44], predict the reactants needed to synthesize it. The reactants are: [C:1]([C:3]1[CH:8]=[CH:7][C:6]([NH:9][C@H:10]([C@H:27]([OH:29])[CH3:28])[C:11]([NH:13][NH:14][C:15](=[O:26])[C:16]2[CH:21]=[CH:20][C:19]([S:22]([CH3:25])(=[O:24])=[O:23])=[CH:18][CH:17]=2)=[O:12])=[CH:5][C:4]=1[C:30]([F:33])([F:32])[F:31])#[N:2].N1C=CN=C1.[CH3:39][C:40]([Si:43](Cl)([CH3:45])[CH3:44])([CH3:42])[CH3:41]. (3) Given the product [Cl:1][C:2]1[CH:32]=[CH:31][CH:30]=[C:29]([C:33]([F:34])([F:35])[F:36])[C:3]=1[C:4]([N:6]1[C:14]2[C:9](=[CH:43][CH:44]=[C:12]([C:15]([N:37]3[CH2:42][CH2:41][O:40][CH2:39][CH2:38]3)=[O:16])[CH:13]=2)[C:8]([C:18]2[CH:23]=[CH:22][C:21]([C:24]([O:26][CH3:27])=[O:25])=[CH:20][CH:19]=2)=[N:7]1)=[O:5], predict the reactants needed to synthesize it. The reactants are: [Cl:1][C:2]1[CH:32]=[CH:31][CH:30]=[C:29]([C:33]([F:36])([F:35])[F:34])[C:3]=1[C:4]([N:6]1[C:14]2[C:9](=NC=[C:12]([C:15](O)=[O:16])[CH:13]=2)[C:8]([C:18]2[CH:23]=[CH:22][C:21]([C:24]([O:26][CH3:27])=[O:25])=[CH:20][C:19]=2F)=[N:7]1)=[O:5].[NH:37]1[CH2:42][CH2:41][O:40][CH2:39][CH2:38]1.[CH2:43]1CN([P+](ON2N=NC3C=CC=NC2=3)(N2CCCC2)N2CCCC2)C[CH2:44]1.F[P-](F)(F)(F)(F)F. (4) Given the product [NH:4]1[C:5]2[CH:11]=[CH:10][CH:9]=[CH:8][C:6]=2[N:7]=[C:3]1[C:2]1[O:22][C:16]2[CH:17]=[C:18]([Br:21])[CH:19]=[CH:20][C:15]=2[N:14]=1, predict the reactants needed to synthesize it. The reactants are: Cl[C:2](Cl)(Cl)[C:3]1[NH:7][C:6]2[CH:8]=[CH:9][CH:10]=[CH:11][C:5]=2[N:4]=1.[NH2:14][C:15]1[CH:20]=[CH:19][C:18]([Br:21])=[CH:17][C:16]=1[OH:22].C(N(CC)CC)C.